This data is from Forward reaction prediction with 1.9M reactions from USPTO patents (1976-2016). The task is: Predict the product of the given reaction. (1) Given the reactants [Cl:1][C:2]1[CH:3]=[C:4]([NH:19][C:20]2[C:30]3[CH:29]=[C:28]([C:31]([OH:33])=O)[CH2:27][CH2:26][NH:25][C:24]=3[N:23]=[CH:22][N:21]=2)[CH:5]=[CH:6][C:7]=1[O:8][C:9]1[CH:14]=[CH:13][CH:12]=[C:11]([C:15]([F:18])([F:17])[F:16])[CH:10]=1.[OH:34]N1C2C=CC=CC=2N=N1.Cl.C(N=C=NCCCN(C)C)C.[NH2:56][CH2:57][CH2:58][NH:59][C:60](=[O:62])[CH3:61].CN(C)[CH:65]=[O:66], predict the reaction product. The product is: [F:16][C:15]([F:18])([F:17])[C:65]([OH:66])=[O:34].[C:60]([NH:59][CH2:58][CH2:57][NH:56][C:31]([C:28]1[CH2:27][CH2:26][NH:25][C:24]2[N:23]=[CH:22][N:21]=[C:20]([NH:19][C:4]3[CH:5]=[CH:6][C:7]([O:8][C:9]4[CH:14]=[CH:13][CH:12]=[C:11]([C:15]([F:17])([F:16])[F:18])[CH:10]=4)=[C:2]([Cl:1])[CH:3]=3)[C:30]=2[CH:29]=1)=[O:33])(=[O:62])[CH3:61]. (2) The product is: [CH3:1][C:2]1[CH:3]=[CH:4][C:5]([O:13][CH2:14][C:15]2[CH:20]=[CH:19][C:18]([O:21][CH2:22][C:23]3[N:24]=[C:25]([C:29]4[CH:30]=[CH:31][CH:32]=[CH:33][CH:34]=4)[O:26][C:27]=3[CH3:28])=[CH:17][CH:16]=2)=[C:6]([CH2:8][C:9]([OH:11])=[O:10])[CH:7]=1. Given the reactants [CH3:1][C:2]1[CH:3]=[CH:4][C:5]([O:13][CH2:14][C:15]2[CH:20]=[CH:19][C:18]([O:21][CH2:22][C:23]3[N:24]=[C:25]([C:29]4[CH:34]=[CH:33][CH:32]=[CH:31][CH:30]=4)[O:26][C:27]=3[CH3:28])=[CH:17][CH:16]=2)=[C:6]([CH2:8][C:9]([O:11]C)=[O:10])[CH:7]=1.O1CCCC1.[OH-].[Na+].Cl, predict the reaction product. (3) Given the reactants O.[OH:2][N:3]1[C:7](=[O:8])[CH2:6][CH:5]([S:9]([OH:12])(=[O:11])=[O:10])[C:4]1=[O:13].C(Cl)CCl.[Na+:18].[Cl-], predict the reaction product. The product is: [CH2:6]1[C:7](=[O:8])[N:3]([OH:2])[C:4](=[O:13])[CH:5]1[S:9]([O-:12])(=[O:11])=[O:10].[Na+:18]. (4) Given the reactants Cl[CH2:2][CH2:3][CH2:4][NH:5][C:6]([NH:8][C:9]1[CH:10]=[N:11][N:12]([CH2:14][C:15]2[C:16]([CH3:21])=[N:17][O:18][C:19]=2[CH3:20])[CH:13]=1)=[O:7].[H-].[Na+], predict the reaction product. The product is: [CH3:21][C:16]1[C:15]([CH2:14][N:12]2[CH:13]=[C:9]([N:8]3[CH2:2][CH2:3][CH2:4][NH:5][C:6]3=[O:7])[CH:10]=[N:11]2)=[C:19]([CH3:20])[O:18][N:17]=1. (5) Given the reactants [NH2:1][C:2]([C:4]1[NH:5][C:6]2[C:11]([C:12]=1[S:13]([NH:16][CH2:17][CH2:18][NH:19]C(=O)OC(C)(C)C)(=[O:15])=[O:14])=[CH:10][C:9]([Br:27])=[CH:8][CH:7]=2)=[O:3].Cl, predict the reaction product. The product is: [NH2:19][CH2:18][CH2:17][NH:16][S:13]([C:12]1[C:11]2[C:6](=[CH:7][CH:8]=[C:9]([Br:27])[CH:10]=2)[NH:5][C:4]=1[C:2]([NH2:1])=[O:3])(=[O:14])=[O:15]. (6) Given the reactants [Br:1][C:2]1[CH:7]=[CH:6][C:5]([OH:8])=[CH:4][C:3]=1[CH3:9].Cl[CH2:11][CH2:12][O:13][CH3:14].C(=O)([O-])[O-].[K+].[K+], predict the reaction product. The product is: [Br:1][C:2]1[CH:7]=[CH:6][C:5]([O:8][CH2:11][CH2:12][O:13][CH3:14])=[CH:4][C:3]=1[CH3:9].